Dataset: Full USPTO retrosynthesis dataset with 1.9M reactions from patents (1976-2016). Task: Predict the reactants needed to synthesize the given product. (1) Given the product [CH3:20][S:21]([O:12][CH2:11][CH2:10][CH2:9][NH:8][C:1]([O:3][C:4]([CH3:5])([CH3:6])[CH3:7])=[O:2])(=[O:23])=[O:22], predict the reactants needed to synthesize it. The reactants are: [C:1]([NH:8][CH2:9][CH2:10][CH2:11][OH:12])([O:3][C:4]([CH3:7])([CH3:6])[CH3:5])=[O:2].C(N(CC)CC)C.[CH3:20][S:21](Cl)(=[O:23])=[O:22].O. (2) Given the product [C:1]([O:5][C:6]([N:8]1[CH2:13][CH2:12][CH:11]([C:14]2[CH:19]=[CH:18][C:17]([NH2:20])=[C:16]([C:22]3[CH2:27][CH2:26][CH2:25][CH2:24][CH:23]=3)[CH:15]=2)[CH2:10][CH2:9]1)=[O:7])([CH3:4])([CH3:3])[CH3:2], predict the reactants needed to synthesize it. The reactants are: [C:1]([O:5][C:6]([N:8]1[CH2:13][CH2:12][CH:11]([C:14]2[CH:19]=[CH:18][C:17]([NH2:20])=[C:16](Br)[CH:15]=2)[CH2:10][CH2:9]1)=[O:7])([CH3:4])([CH3:3])[CH3:2].[C:22]1(B(O)O)[CH2:27][CH2:26][CH2:25][CH2:24][CH:23]=1.C([O-])([O-])=O.[Na+].[Na+].C(O)C. (3) Given the product [Cl:1][C:2]1[CH:3]=[C:4]([N:9]2[C:13]3=[N:14][CH:15]=[CH:16][C:17]([B:22]([OH:23])[OH:21])=[C:12]3[CH:11]=[N:10]2)[CH:5]=[C:6]([F:8])[CH:7]=1, predict the reactants needed to synthesize it. The reactants are: [Cl:1][C:2]1[CH:3]=[C:4]([N:9]2[C:13]3=[N:14][CH:15]=[CH:16][C:17](I)=[C:12]3[CH:11]=[N:10]2)[CH:5]=[C:6]([F:8])[CH:7]=1.CC1(C)C(C)(C)[O:23][B:22](B2OC(C)(C)C(C)(C)O2)[O:21]1.C([O-])(=O)C.[K+].C(Cl)Cl. (4) Given the product [CH3:21][C:5]([S:17]([CH3:20])(=[O:19])=[O:18])([CH2:6][CH2:7][C:8]1[CH:13]=[CH:12][C:11]([N:23]2[CH:27]=[CH:26][CH:25]=[N:24]2)=[CH:10][CH:9]=1)[C:4]([O:3][CH2:1][CH3:2])=[O:22], predict the reactants needed to synthesize it. The reactants are: [CH2:1]([O:3][C:4](=[O:22])[C:5]([CH3:21])([S:17]([CH3:20])(=[O:19])=[O:18])[CH2:6][CH2:7][C:8]1[CH:13]=[CH:12][C:11](B(O)O)=[CH:10][CH:9]=1)[CH3:2].[NH:23]1[CH:27]=[CH:26][CH:25]=[N:24]1.N1C=CC=CC=1. (5) Given the product [CH2:24]([O:23][C:22](=[O:26])[NH:21][CH:11]1[CH:10]([CH2:3][C:4]2[CH:5]=[CH:6][CH:7]=[CH:8][CH:9]=2)[C:19]2[C:14](=[CH:15][CH:16]=[C:17]([O:20][CH2:28][CH2:29][NH:30][C:31]([O:32][C:33]([CH3:36])([CH3:35])[CH3:34])=[O:37])[CH:18]=2)[O:13][CH2:12]1)[CH3:25], predict the reactants needed to synthesize it. The reactants are: [H-].[Na+].[CH2:3]([CH:10]1[C:19]2[C:14](=[CH:15][CH:16]=[C:17]([OH:20])[CH:18]=2)[O:13][CH2:12][CH:11]1[NH:21][C:22](=[O:26])[O:23][CH2:24][CH3:25])[C:4]1[CH:9]=[CH:8][CH:7]=[CH:6][CH:5]=1.Br[CH2:28][CH2:29][NH:30][C:31](=[O:37])[O:32][C:33]([CH3:36])([CH3:35])[CH3:34].C(=O)([O-])O.[Na+]. (6) Given the product [NH2:7][CH2:8][CH2:9][C:10]1[CH:11]=[CH:12][C:13]([O:16][C:17]2[N:18]=[CH:19][CH:20]=[CH:21][C:22]=2[C:23]([NH2:24])=[O:25])=[CH:14][CH:15]=1, predict the reactants needed to synthesize it. The reactants are: C(OC(=O)[NH:7][CH2:8][CH2:9][C:10]1[CH:15]=[CH:14][C:13]([O:16][C:17]2[C:22]([C:23](=[O:25])[NH2:24])=[CH:21][CH:20]=[CH:19][N:18]=2)=[CH:12][CH:11]=1)(C)(C)C.C(O)(C(F)(F)F)=O. (7) Given the product [CH3:16][O:15][C:13](=[O:14])[CH2:12][O:10][C:5]1([C:3]#[CH:4])[CH2:9][CH2:8][CH2:7][CH2:6]1, predict the reactants needed to synthesize it. The reactants are: [H-].[Na+].[C:3]([C:5]1([OH:10])[CH2:9][CH2:8][CH2:7][CH2:6]1)#[CH:4].Br[CH2:12][C:13]([O:15][CH3:16])=[O:14].Cl. (8) Given the product [Cl:21][C:5]1[N:4]=[C:3]([Cl:11])[C:2]([F:1])=[CH:7][N:6]=1, predict the reactants needed to synthesize it. The reactants are: [F:1][C:2]1[C:3](=O)[NH:4][C:5](=O)[NH:6][CH:7]=1.P(Cl)(Cl)(Cl)(Cl)[Cl:11].P(Cl)(Cl)(Cl)=O.[Cl-:21].[Na+].